Dataset: Retrosynthesis with 50K atom-mapped reactions and 10 reaction types from USPTO. Task: Predict the reactants needed to synthesize the given product. (1) Given the product O=C(O)c1ccc(-c2nnc(CN3C(=O)c4ccccc4C3=O)o2)cc1, predict the reactants needed to synthesize it. The reactants are: COC(=O)c1ccc(-c2nnc(CN3C(=O)c4ccccc4C3=O)o2)cc1. (2) Given the product O=C(O)c1sc(N2CCC(c3cc(Cl)c(Cl)c(Cl)c3)(C(F)(F)F)C2)nc1C(F)(F)F, predict the reactants needed to synthesize it. The reactants are: CCOC(=O)c1sc(N2CCC(c3cc(Cl)c(Cl)c(Cl)c3)(C(F)(F)F)C2)nc1C(F)(F)F. (3) Given the product COc1cc(OCC(=O)O)ccc1OCc1ccccc1, predict the reactants needed to synthesize it. The reactants are: CCOC(=O)COc1ccc(OCc2ccccc2)c(OC)c1. (4) Given the product C[C@@H](c1ccc(-c2ccnn2C)cc1)[C@](O)(Cn1cncn1)c1ccc(F)cc1F, predict the reactants needed to synthesize it. The reactants are: C=C(c1ccc(-c2ccnn2C)cc1)[C@](O)(Cn1cncn1)c1ccc(F)cc1F. (5) Given the product CCOCN(c1cc(C)on1)S(=O)(=O)c1cc(C)sc1-c1ccc(C=O)cc1, predict the reactants needed to synthesize it. The reactants are: CCOCN(c1cc(C)on1)S(=O)(=O)c1cc(C)sc1Br.O=Cc1ccc(B(O)O)cc1. (6) Given the product CCOC(=O)C(C)Oc1ccc(Oc2ccc3cc(F)ccc3n2)cc1, predict the reactants needed to synthesize it. The reactants are: CCOC(=O)C(C)Oc1ccc(O)cc1.Fc1ccc2nc(Cl)ccc2c1. (7) The reactants are: Nc1ccccc1C(=O)O.O=C(Cl)COc1ccccc1. Given the product O=C(COc1ccccc1)Nc1ccccc1C(=O)O, predict the reactants needed to synthesize it. (8) Given the product CCN1CCN(c2nc(C)nc3c2nc(-c2ccccc2Cl)n3COC)CC1, predict the reactants needed to synthesize it. The reactants are: CCN1CCN(c2nc(C)nc3[nH]c(-c4ccccc4Cl)nc23)CC1.COCBr. (9) Given the product CCOc1cc(Cl)c(S(=O)(=O)NC(C)(C)C)cc1C1=N[C@@](C)(c2ccc(Cl)cc2)[C@@](C)(c2ccc(Cl)cc2)N1C(=O)N1CCCC(O)C1, predict the reactants needed to synthesize it. The reactants are: CCOc1cc(Cl)c(S(=O)(=O)NC(C)(C)C)cc1C1=NC(C)(c2ccc(Cl)cc2)C(C)(c2ccc(Cl)cc2)N1C(=O)Cl.OC1CCCNC1.